Task: Regression. Given two drug SMILES strings and cell line genomic features, predict the synergy score measuring deviation from expected non-interaction effect.. Dataset: NCI-60 drug combinations with 297,098 pairs across 59 cell lines (1) Drug 1: C1C(C(OC1N2C=C(C(=O)NC2=O)F)CO)O. Drug 2: CC=C1C(=O)NC(C(=O)OC2CC(=O)NC(C(=O)NC(CSSCCC=C2)C(=O)N1)C(C)C)C(C)C. Cell line: HT29. Synergy scores: CSS=58.0, Synergy_ZIP=0.566, Synergy_Bliss=-0.222, Synergy_Loewe=0.727, Synergy_HSA=1.52. (2) Drug 1: C1=CN(C=N1)CC(O)(P(=O)(O)O)P(=O)(O)O. Drug 2: B(C(CC(C)C)NC(=O)C(CC1=CC=CC=C1)NC(=O)C2=NC=CN=C2)(O)O. Cell line: NCI-H226. Synergy scores: CSS=24.5, Synergy_ZIP=-0.773, Synergy_Bliss=-1.97, Synergy_Loewe=-22.5, Synergy_HSA=-7.61. (3) Drug 1: C1=CC=C(C(=C1)C(C2=CC=C(C=C2)Cl)C(Cl)Cl)Cl. Drug 2: CN(CC1=CN=C2C(=N1)C(=NC(=N2)N)N)C3=CC=C(C=C3)C(=O)NC(CCC(=O)O)C(=O)O. Cell line: IGROV1. Synergy scores: CSS=39.0, Synergy_ZIP=0.966, Synergy_Bliss=0.884, Synergy_Loewe=-38.5, Synergy_HSA=-0.654. (4) Drug 1: CNC(=O)C1=CC=CC=C1SC2=CC3=C(C=C2)C(=NN3)C=CC4=CC=CC=N4. Drug 2: CN(C)N=NC1=C(NC=N1)C(=O)N. Cell line: OVCAR3. Synergy scores: CSS=0.873, Synergy_ZIP=-0.0927, Synergy_Bliss=-1.67, Synergy_Loewe=-5.20, Synergy_HSA=-4.99. (5) Drug 1: CN(C)N=NC1=C(NC=N1)C(=O)N. Synergy scores: CSS=5.85, Synergy_ZIP=-1.33, Synergy_Bliss=0.969, Synergy_Loewe=-3.47, Synergy_HSA=0.338. Cell line: T-47D. Drug 2: C1=CN(C(=O)N=C1N)C2C(C(C(O2)CO)O)O.Cl. (6) Drug 2: C1=CC(=C2C(=C1NCCNCCO)C(=O)C3=C(C=CC(=C3C2=O)O)O)NCCNCCO. Synergy scores: CSS=58.9, Synergy_ZIP=12.6, Synergy_Bliss=12.4, Synergy_Loewe=-21.4, Synergy_HSA=11.2. Drug 1: CCCS(=O)(=O)NC1=C(C(=C(C=C1)F)C(=O)C2=CNC3=C2C=C(C=N3)C4=CC=C(C=C4)Cl)F. Cell line: SN12C. (7) Drug 1: CC(CN1CC(=O)NC(=O)C1)N2CC(=O)NC(=O)C2. Drug 2: CN1C(=O)N2C=NC(=C2N=N1)C(=O)N. Cell line: SR. Synergy scores: CSS=65.5, Synergy_ZIP=-0.701, Synergy_Bliss=-0.685, Synergy_Loewe=-3.21, Synergy_HSA=1.04. (8) Drug 1: CCC1=CC2CC(C3=C(CN(C2)C1)C4=CC=CC=C4N3)(C5=C(C=C6C(=C5)C78CCN9C7C(C=CC9)(C(C(C8N6C)(C(=O)OC)O)OC(=O)C)CC)OC)C(=O)OC.C(C(C(=O)O)O)(C(=O)O)O. Drug 2: CC1=C(C(=CC=C1)Cl)NC(=O)C2=CN=C(S2)NC3=CC(=NC(=N3)C)N4CCN(CC4)CCO. Cell line: HS 578T. Synergy scores: CSS=65.2, Synergy_ZIP=-0.703, Synergy_Bliss=-0.395, Synergy_Loewe=-0.654, Synergy_HSA=0.485.